This data is from Reaction yield outcomes from USPTO patents with 853,638 reactions. The task is: Predict the reaction yield, written as a fraction of the theoretical maximum amount of product (1.0 means a 100% yield; for example, 0.34 means a 34% yield). (1) The reactants are [S:1]1[CH2:7][C:5](=[O:6])[N:4]([CH2:8][C:9]([OH:11])=[O:10])[C:2]1=[S:3].[CH2:12]([O:19][C:20]1[CH:21]=[C:22]([CH:25]=[CH:26][C:27]=1[O:28][CH2:29][C:30]1[CH:35]=[CH:34][CH:33]=[CH:32][CH:31]=1)[CH:23]=O)[C:13]1[CH:18]=[CH:17][CH:16]=[CH:15][CH:14]=1.C([O-])(=O)C.[Na+]. The catalyst is C(O)(=O)C.O. The product is [C:13]1([CH2:12][O:19][C:20]2[CH:21]=[C:22]([CH:23]=[C:7]3[S:1][C:2](=[S:3])[N:4]([CH2:8][C:9]([OH:11])=[O:10])[C:5]3=[O:6])[CH:25]=[CH:26][C:27]=2[O:28][CH2:29][C:30]2[CH:35]=[CH:34][CH:33]=[CH:32][CH:31]=2)[CH:14]=[CH:15][CH:16]=[CH:17][CH:18]=1. The yield is 0.810. (2) The reactants are [Cl:1][C:2]1[NH:3][C:4]2[C:9]([C:10]=1[CH:11]=[O:12])=[CH:8][CH:7]=[CH:6][CH:5]=2.[O:13]([C:20]1[CH:25]=[CH:24][C:23](B(O)O)=[CH:22][CH:21]=1)[C:14]1[CH:19]=[CH:18][CH:17]=[CH:16][CH:15]=1. No catalyst specified. The product is [Cl:1][C:2]1[N:3]([C:23]2[CH:24]=[CH:25][C:20]([O:13][C:14]3[CH:19]=[CH:18][CH:17]=[CH:16][CH:15]=3)=[CH:21][CH:22]=2)[C:4]2[C:9]([C:10]=1[CH:11]=[O:12])=[CH:8][CH:7]=[CH:6][CH:5]=2. The yield is 0.340. (3) The reactants are [C:1]([N:4]([C@H:16]1[C:25]2[C:20](=[CH:21][CH:22]=[CH:23][CH:24]=2)[N:19]([C:26](=[O:35])[C:27]2[CH:32]=[CH:31][C:30]([O:33][CH3:34])=[CH:29][CH:28]=2)[C@@H:18]([CH3:36])[CH2:17]1)[C:5]1[CH:10]=[CH:9][C:8]([CH2:11][CH2:12][C:13](O)=[O:14])=[CH:7][CH:6]=1)(=[O:3])[CH3:2].C([N:40](C1C2C(=CC=CC=2)N(C(=O)C2C=CC(OC)=CC=2)C(C)C1)C1C=CC(CCC(O)=O)=CC=1)(=O)C.CN(C(ON1N=NC2C=CC=NC1=2)=[N+](C)C)C.F[P-](F)(F)(F)(F)F.C1C=CC2N(O)N=NC=2C=1.[NH4+].[Cl-].CCN(C(C)C)C(C)C. The catalyst is CN(C)C=O. The product is [C:1]([N:4]([C@H:16]1[C:25]2[C:20](=[CH:21][CH:22]=[CH:23][CH:24]=2)[N:19]([C:26](=[O:35])[C:27]2[CH:28]=[CH:29][C:30]([O:33][CH3:34])=[CH:31][CH:32]=2)[C@@H:18]([CH3:36])[CH2:17]1)[C:5]1[CH:10]=[CH:9][C:8]([CH2:11][CH2:12][C:13]([NH2:40])=[O:14])=[CH:7][CH:6]=1)(=[O:3])[CH3:2]. The yield is 0.820. (4) The reactants are [CH3:1][N:2]1[C:10]2[CH:9]=[CH:8][CH:7]=[CH:6][C:5]=2[C:4]2[CH2:11][CH2:12][C:13]3([CH2:18][CH2:17][NH:16][CH2:15][CH2:14]3)[C:3]1=2.C(N(CC)CC)C.Cl[CH2:27][C:28]1[CH:33]=[CH:32][C:31]([O:34][CH3:35])=[CH:30][CH:29]=1.[Cl-].[Na+]. The catalyst is ClCCl. The product is [CH3:35][O:34][C:31]1[CH:32]=[CH:33][C:28]([CH2:27][N:16]2[CH2:17][CH2:18][C:13]3([C:3]4[N:2]([CH3:1])[C:10]5[CH:9]=[CH:8][CH:7]=[CH:6][C:5]=5[C:4]=4[CH2:11][CH2:12]3)[CH2:14][CH2:15]2)=[CH:29][CH:30]=1. The yield is 0.400. (5) The reactants are [N:1]1[C:10]2[C:5](=[CH:6][N:7]=[CH:8][CH:9]=2)[CH:4]=[CH:3][C:2]=1[C:11]([OH:13])=O.O.ON1C2C=CC=CC=2N=N1.[CH2:25]1[C:34]2[C:29](=[CH:30][CH:31]=[CH:32][CH:33]=2)[CH2:28][CH2:27][NH:26]1. The catalyst is CN(C=O)C. The product is [CH2:25]1[C:34]2[C:29](=[CH:30][CH:31]=[CH:32][CH:33]=2)[CH2:28][CH2:27][N:26]1[C:11]([C:2]1[CH:3]=[CH:4][C:5]2[C:10](=[CH:9][CH:8]=[N:7][CH:6]=2)[N:1]=1)=[O:13]. The yield is 0.950.